Dataset: Forward reaction prediction with 1.9M reactions from USPTO patents (1976-2016). Task: Predict the product of the given reaction. (1) The product is: [CH2:19]([O:18][C:9]1[CH:10]=[CH:11][C:12]2[C:17](=[CH:16][CH:15]=[CH:14][CH:13]=2)[C:8]=1[CH:2]([O:1][CH2:26][O:27][CH3:28])[C:3]([O:5][CH2:6][CH3:7])=[O:4])[C:20]1[CH:21]=[CH:22][CH:23]=[CH:24][CH:25]=1. Given the reactants [OH:1][CH:2]([C:8]1[C:17]2[C:12](=[CH:13][CH:14]=[CH:15][CH:16]=2)[CH:11]=[CH:10][C:9]=1[O:18][CH2:19][C:20]1[CH:25]=[CH:24][CH:23]=[CH:22][CH:21]=1)[C:3]([O:5][CH2:6][CH3:7])=[O:4].[CH3:26][O:27][CH2:28]Cl.O, predict the reaction product. (2) Given the reactants [CH2:1]([C:4]1[CH:9]=[CH:8][CH:7]=[C:6]([CH3:10])[C:5]=1[OH:11])[CH:2]=[CH2:3].C1N2CN3CN(C2)CN1C3.Cl.[C:23](O)(=[O:25])C, predict the reaction product. The product is: [CH2:1]([C:4]1[CH:9]=[C:8]([CH:7]=[C:6]([CH3:10])[C:5]=1[OH:11])[CH:23]=[O:25])[CH:2]=[CH2:3]. (3) Given the reactants [F:1][C:2]1[CH:7]=[C:6]([C:8]2[CH:9]=[C:10]3[C:16]([C:17]4[C:18]([CH3:31])=[N:19][N:20]([CH2:23][C:24]5[CH:29]=[CH:28][CH:27]=[C:26]([F:30])[CH:25]=5)[C:21]=4[CH3:22])=[CH:15][NH:14][C:11]3=[N:12][CH:13]=2)[CH:5]=[CH:4][C:3]=1[CH:32]1[CH2:37][CH2:36][N:35](C(OC(C)(C)C)=O)[CH2:34][CH2:33]1, predict the reaction product. The product is: [F:1][C:2]1[CH:7]=[C:6]([C:8]2[CH:9]=[C:10]3[C:16]([C:17]4[C:18]([CH3:31])=[N:19][N:20]([CH2:23][C:24]5[CH:29]=[CH:28][CH:27]=[C:26]([F:30])[CH:25]=5)[C:21]=4[CH3:22])=[CH:15][NH:14][C:11]3=[N:12][CH:13]=2)[CH:5]=[CH:4][C:3]=1[CH:32]1[CH2:37][CH2:36][NH:35][CH2:34][CH2:33]1. (4) Given the reactants [Si:1]([O:8][C@H:9]1[C@H:13]2[O:14][CH2:15][C@@H:16]([O:17][C:18]3[N:40]([CH2:41][O:42][CH2:43][CH2:44][Si:45]([CH3:48])([CH3:47])[CH3:46])[C:21]4=[N:22][C:23]([C:27]5[CH:32]=[CH:31][C:30]([C@@H:33]6[CH2:38][CH2:37][C@H:36]([NH2:39])[CH2:35][CH2:34]6)=[CH:29][CH:28]=5)=[C:24]([Cl:26])[CH:25]=[C:20]4[N:19]=3)[C@H:12]2[O:11][CH2:10]1)([C:4]([CH3:7])([CH3:6])[CH3:5])([CH3:3])[CH3:2].C(N(CC)CC)C.Cl[C:57]([O:59][CH:60]1[CH2:64][CH2:63][CH2:62][CH2:61]1)=[O:58], predict the reaction product. The product is: [Si:1]([O:8][C@H:9]1[C@H:13]2[O:14][CH2:15][C@@H:16]([O:17][C:18]3[N:40]([CH2:41][O:42][CH2:43][CH2:44][Si:45]([CH3:48])([CH3:47])[CH3:46])[C:21]4=[N:22][C:23]([C:27]5[CH:32]=[CH:31][C:30]([C@@H:33]6[CH2:38][CH2:37][C@H:36]([NH:39][C:57](=[O:58])[O:59][CH:60]7[CH2:64][CH2:63][CH2:62][CH2:61]7)[CH2:35][CH2:34]6)=[CH:29][CH:28]=5)=[C:24]([Cl:26])[CH:25]=[C:20]4[N:19]=3)[C@H:12]2[O:11][CH2:10]1)([C:4]([CH3:6])([CH3:7])[CH3:5])([CH3:3])[CH3:2].